From a dataset of Reaction yield outcomes from USPTO patents with 853,638 reactions. Predict the reaction yield, written as a fraction of the theoretical maximum amount of product (1.0 means a 100% yield; for example, 0.34 means a 34% yield). The reactants are [S:1]1[CH:5]=[CH:4][N:3]=[C:2]1[C:6]1[NH:7][C:8]2[C:13]([CH:14]=1)=[CH:12][CH:11]=[CH:10][C:9]=2[CH:15](O)[CH3:16].[CH3:18][N:19]1[CH:23]=[CH:22][N:21]=[C:20]1[SH:24].C(P(CCCC)CCCC)CCC.N(C(N1CCCCC1)=O)=NC(N1CCCCC1)=O. The catalyst is O1CCCC1.O. The product is [CH3:18][N:19]1[CH:23]=[CH:22][N:21]=[C:20]1[S:24][CH:15]([C:9]1[CH:10]=[CH:11][CH:12]=[C:13]2[C:8]=1[NH:7][C:6]([C:2]1[S:1][CH:5]=[CH:4][N:3]=1)=[CH:14]2)[CH3:16]. The yield is 0.890.